Dataset: HIV replication inhibition screening data with 41,000+ compounds from the AIDS Antiviral Screen. Task: Binary Classification. Given a drug SMILES string, predict its activity (active/inactive) in a high-throughput screening assay against a specified biological target. (1) The result is 0 (inactive). The molecule is CCOC(=O)C(=Cc1cccc(Cl)c1)C(=O)OCC. (2) The result is 0 (inactive). The compound is O=S(=O)(O)CC(O)CSSCC(O)CS(=O)(=O)O. (3) The drug is O=C(O)C12CC3CC(CC(F)(C3)C1)C2. The result is 0 (inactive). (4) The drug is N#CC(C#N)=CN1CCNC1=S. The result is 0 (inactive). (5) The compound is CN(C)Cc1cc(N=Nc2cccc(Cl)c2)ccc1O. The result is 0 (inactive). (6) The compound is Cc1cccc2c1[nH]c1nc(O)nc(O)c12. The result is 0 (inactive).